This data is from Forward reaction prediction with 1.9M reactions from USPTO patents (1976-2016). The task is: Predict the product of the given reaction. (1) Given the reactants C([N:4]1[C:12]2[C:7](=[CH:8][CH:9]=[C:10]([NH:13][C:14](=[O:35])[C:15]3[CH:20]=[CH:19][C:18]([F:21])=[C:17]([NH:22][C:23]4[C:28]([C:29]5[CH:34]=[CH:33][N:32]=[CH:31][N:30]=5)=[CH:27][CH:26]=[CH:25][N:24]=4)[CH:16]=3)[CH:11]=2)[C:6]([CH3:37])([CH3:36])[CH2:5]1)(=O)C, predict the reaction product. The product is: [CH3:36][C:6]1([CH3:37])[C:7]2[C:12](=[CH:11][C:10]([NH:13][C:14](=[O:35])[C:15]3[CH:20]=[CH:19][C:18]([F:21])=[C:17]([NH:22][C:23]4[C:28]([C:29]5[CH:34]=[CH:33][N:32]=[CH:31][N:30]=5)=[CH:27][CH:26]=[CH:25][N:24]=4)[CH:16]=3)=[CH:9][CH:8]=2)[NH:4][CH2:5]1. (2) Given the reactants [NH2:1][C:2]1[N:7]=[C:6]([CH3:8])[C:5]([CH2:9][C:10]2[CH:15]=[CH:14][C:13]([OH:16])=[CH:12][CH:11]=2)=[C:4]([NH:17]CCCCC)[N:3]=1.C([O-])([O-])=O.[Cs+].[Cs+].Cl.[CH3:30][N:31]([CH3:35])[CH2:32][CH2:33]Cl.[Na+].[I-], predict the reaction product. The product is: [CH3:30][N:31]([CH3:35])[CH2:32][CH2:33][O:16][C:13]1[CH:12]=[CH:11][C:10]([CH2:9][C:5]2[C:4]([NH2:17])=[N:3][C:2]([NH:1][CH2:8][CH2:6][CH2:5][CH2:9][CH3:10])=[N:7][C:6]=2[CH3:8])=[CH:15][CH:14]=1. (3) Given the reactants [OH:1][CH2:2][CH2:3][NH2:4].[CH:5]1([CH2:9]Br)[CH2:8][CH2:7][CH2:6]1, predict the reaction product. The product is: [CH:5]1([CH2:9][NH:4][CH2:3][CH2:2][OH:1])[CH2:8][CH2:7][CH2:6]1. (4) Given the reactants [C:1]([O:5][C:6]([NH:8][CH2:9][CH2:10][CH2:11][C:12]([OH:14])=O)=[O:7])([CH3:4])([CH3:3])[CH3:2].Cl.C[N:17](C)[CH2:18][CH2:19][CH2:20]N=C=NCC.C(N(CC)CC)C.C(N)C#C, predict the reaction product. The product is: [C:1]([O:5][C:6](=[O:7])[NH:8][CH2:9][CH2:10][CH2:11][C:12](=[O:14])[NH:17][CH2:18][C:19]#[CH:20])([CH3:2])([CH3:3])[CH3:4]. (5) Given the reactants [OH:1][C:2]1[CH:9]=[CH:8][C:5]([CH:6]=[O:7])=[CH:4][CH:3]=1.[C:10]([Si:14](Cl)([CH3:16])[CH3:15])([CH3:13])([CH3:12])[CH3:11].N1C=CN=C1, predict the reaction product. The product is: [C:10]([Si:14]([CH3:16])([CH3:15])[O:1][C:2]1[CH:9]=[CH:8][C:5]([CH:6]=[O:7])=[CH:4][CH:3]=1)([CH3:13])([CH3:12])[CH3:11]. (6) The product is: [Cl:54][C:44]1[C:45]([NH:47][C:48]2[CH:52]=[C:51]([CH3:53])[NH:50][N:49]=2)=[N:46][C:39]([NH:57][CH:13]([C:14]2[N:15]=[CH:10][C:11]([F:37])=[CH:17][N:16]=2)[CH3:26])=[C:40]([CH:43]=1)[C:41]#[N:42]. Given the reactants C1(C2NN=C(N[C:10]3[N:15]=[C:14]([NH:16][C@H:17](C4C=CC(F)=CC=4)C)[C:13]([CH2:26]NC(=O)CN4CCOCC4)=C[C:11]=3[F:37])C=2)CC1.Cl[C:39]1[N:46]=[C:45]([NH:47][C:48]2[CH:52]=[C:51]([CH3:53])[NH:50][N:49]=2)[C:44]([Cl:54])=[CH:43][C:40]=1[C:41]#[N:42].CC[N:57](C(C)C)C(C)C, predict the reaction product. (7) Given the reactants Cl[C:2]1[N:3]=[CH:4][C:5]([C:8]([O:10]C)=[O:9])=[N:6][CH:7]=1.C([O-])([O-])=O.[K+].[K+].[CH3:18][C:19]1[NH:20][CH:21]=[CH:22][N:23]=1, predict the reaction product. The product is: [CH3:18][C:19]1[N:20]([C:2]2[N:3]=[CH:4][C:5]([C:8]([OH:10])=[O:9])=[N:6][CH:7]=2)[CH:21]=[CH:22][N:23]=1. (8) Given the reactants Cl[C:2]1[C:3]2[N:4]([N:16]=[CH:17][N:18]=2)[CH:5]=[C:6]([C:8]2[CH:13]=[CH:12][C:11]([F:14])=[CH:10][C:9]=2[F:15])[N:7]=1.Cl.Cl.NC[CH2:23][CH2:24][NH:25][C:26]1[N:31]=[C:30]([NH2:32])[C:29]([N+:33]([O-:35])=[O:34])=[CH:28][CH:27]=1.C([N:39](CC)C(C)C)(C)C, predict the reaction product. The product is: [F:15][C:9]1[CH:10]=[C:11]([F:14])[CH:12]=[CH:13][C:8]=1[C:6]1[N:7]=[C:2]([NH:39][CH2:23][CH2:24][NH:25][C:26]2[N:31]=[C:30]([NH2:32])[C:29]([N+:33]([O-:35])=[O:34])=[CH:28][CH:27]=2)[C:3]2[N:4]([N:16]=[CH:17][N:18]=2)[CH:5]=1. (9) Given the reactants [NH2:1][CH2:2][C@@H:3]1[C@H:6]([NH:7][C:8](=[O:35])/[C:9](=[N:23]\[O:24][C:25]([CH3:34])([CH3:33])[C:26]([O:28][C:29]([CH3:32])([CH3:31])[CH3:30])=[O:27])/[C:10]2[N:11]=[C:12]([NH:15][C:16]([O:18][C:19]([CH3:22])([CH3:21])[CH3:20])=[O:17])[S:13][CH:14]=2)[C:5](=[O:36])[NH:4]1.[CH3:37][Si:38]([CH3:49])([CH3:48])[CH2:39][CH2:40][O:41][CH2:42][O:43][CH2:44][C@@H:45]1[CH2:47][O:46]1, predict the reaction product. The product is: [C:19]([O:18][C:16]([NH:15][C:12]1[S:13][CH:14]=[C:10](/[C:9](=[N:23]/[O:24][C:25]([CH3:34])([CH3:33])[C:26]([O:28][C:29]([CH3:32])([CH3:31])[CH3:30])=[O:27])/[C:8]([NH:7][C@@H:6]2[C:5](=[O:36])[NH:4][C@@H:3]2[CH2:2][NH:1][CH2:47][C@H:45]([OH:46])[CH2:44][O:43][CH2:42][O:41][CH2:40][CH2:39][Si:38]([CH3:49])([CH3:48])[CH3:37])=[O:35])[N:11]=1)=[O:17])([CH3:22])([CH3:21])[CH3:20].